This data is from Full USPTO retrosynthesis dataset with 1.9M reactions from patents (1976-2016). The task is: Predict the reactants needed to synthesize the given product. Given the product [Cl:7][C:4]1[S:3][C:2]([C:17]2([OH:20])[CH2:16][CH2:15][N:14]([C:12]([O:11][CH2:9][CH3:10])=[O:13])[CH2:19][CH2:18]2)=[CH:6][CH:5]=1, predict the reactants needed to synthesize it. The reactants are: Br[C:2]1[S:3][C:4]([Cl:7])=[CH:5][CH:6]=1.[Mg].[CH2:9]([O:11][C:12]([N:14]1[CH2:19][CH2:18][C:17](=[O:20])[CH2:16][CH2:15]1)=[O:13])[CH3:10].[Cl-].[NH4+].